This data is from Peptide-MHC class I binding affinity with 185,985 pairs from IEDB/IMGT. The task is: Regression. Given a peptide amino acid sequence and an MHC pseudo amino acid sequence, predict their binding affinity value. This is MHC class I binding data. (1) The peptide sequence is RVRPKKEVL. The MHC is HLA-A02:11 with pseudo-sequence HLA-A02:11. The binding affinity (normalized) is 0.0847. (2) The peptide sequence is TLYCVHQRI. The MHC is HLA-B15:01 with pseudo-sequence HLA-B15:01. The binding affinity (normalized) is 0.317.